This data is from Reaction yield outcomes from USPTO patents with 853,638 reactions. The task is: Predict the reaction yield, written as a fraction of the theoretical maximum amount of product (1.0 means a 100% yield; for example, 0.34 means a 34% yield). (1) The reactants are I[C:2]1[CH:7]=[CH:6][C:5]([NH:8][C:9]([C:11]2[O:12][C:13]([NH:16][C:17]3[CH:22]=[CH:21][CH:20]=[CH:19][C:18]=3[F:23])=[N:14][N:15]=2)=[O:10])=[CH:4][CH:3]=1.[C:24]1(B(O)O)[CH:29]=[CH:28][CH:27]=[CH:26][CH:25]=1.P([O-])([O-])([O-])=O.[K+].[K+].[K+]. The catalyst is COCCOC.O. The product is [C:2]1([C:24]2[CH:29]=[CH:28][CH:27]=[CH:26][CH:25]=2)[CH:7]=[CH:6][C:5]([NH:8][C:9]([C:11]2[O:12][C:13]([NH:16][C:17]3[CH:22]=[CH:21][CH:20]=[CH:19][C:18]=3[F:23])=[N:14][N:15]=2)=[O:10])=[CH:4][CH:3]=1. The yield is 0.190. (2) The reactants are [Cl:1][C:2]1[CH:3]=[C:4]([CH:10]([OH:17])[C:11]#[C:12][C:13]([CH3:16])([OH:15])[CH3:14])[CH:5]=[CH:6][C:7]=1[O:8][CH3:9]. The catalyst is C(Cl)Cl.O. The product is [Cl:1][C:2]1[CH:3]=[C:4]([C:10](=[O:17])[C:11]#[C:12][C:13]([OH:15])([CH3:14])[CH3:16])[CH:5]=[CH:6][C:7]=1[O:8][CH3:9]. The yield is 0.650. (3) The reactants are [OH-].[Na+].[CH3:3][CH:4]([N:6]1[C:11](=[O:12])[CH:10]=[CH:9][C:8]([CH2:13][C:14]2[S:15][C:16]3[C:22]([C:23]4[CH:24]=[C:25]([CH:31]=[CH:32][CH:33]=4)[C:26](OCC)=[O:27])=[CH:21][CH:20]=[CH:19][C:17]=3[CH:18]=2)=[CH:7]1)[CH3:5].Cl.[NH2:35][CH2:36][CH2:37][OH:38].CCN=C=NCCCN(C)C.C1C=CC2N(O)N=NC=2C=1. The catalyst is O.CN(C=O)C.C(O)C. The product is [OH:38][CH2:37][CH2:36][NH:35][C:26](=[O:27])[C:25]1[CH:31]=[CH:32][CH:33]=[C:23]([C:22]2[C:16]3[S:15][C:14]([CH2:13][C:8]4[CH:9]=[CH:10][C:11](=[O:12])[N:6]([CH:4]([CH3:5])[CH3:3])[CH:7]=4)=[CH:18][C:17]=3[CH:19]=[CH:20][CH:21]=2)[CH:24]=1. The yield is 0.660. (4) No catalyst specified. The reactants are [CH3:1][C:2]1[C:9]2[C:8]([CH3:10])=[CH:7][S:6][C:5]=2[S:4][C:3]=1[CH:11]=O.[CH3:13][N:14]1C2C(=CC=CC=2)C=C1C=O. The product is [CH3:1][C:2]1[C:9]2[C:8]([CH3:10])=[CH:7][S:6][C:5]=2[S:4][C:3]=1[CH2:11][NH:14][CH3:13]. The yield is 0.530. (5) The reactants are [O:1]1[C:5]2([CH2:10][CH2:9][C:8](=[O:11])[CH2:7][CH2:6]2)[O:4][CH2:3][CH2:2]1.N1CCCC1.[Br:17][C:18]1[CH:23]=[CH:22][C:21]([CH2:24]Br)=[CH:20][CH:19]=1.C([O-])(=O)C. The catalyst is C1(C)C=CC=CC=1.S(O)(C1C=CC(C)=CC=1)(=O)=O.O. The product is [Br:17][C:18]1[CH:23]=[CH:22][C:21]([CH2:24][CH:9]2[C:8](=[O:11])[CH2:7][CH2:6][C:5]3([O:4][CH2:3][CH2:2][O:1]3)[CH2:10]2)=[CH:20][CH:19]=1. The yield is 0.900. (6) The reactants are [F:1][C:2]1[CH:3]=[C:4]([CH:49]=[CH:50][CH:51]=1)[CH2:5][N:6]1[CH:10]=[C:9]([C:11]2[C:19]3[C:14](=[N:15][CH:16]=[C:17]([C:20]4[CH:25]=[CH:24][C:23]([C:26]5[CH2:31][CH2:30][N:29]([C:32]([O:34][C:35]([CH3:38])([CH3:37])[CH3:36])=[O:33])[CH2:28][CH:27]=5)=[CH:22][CH:21]=4)[CH:18]=3)[N:13]([S:39]([C:42]3[CH:48]=[CH:47][C:45]([CH3:46])=[CH:44][CH:43]=3)(=[O:41])=[O:40])[CH:12]=2)[CH:8]=[N:7]1. The catalyst is C(N1C=C(B2OC(C)(C)C(C)(C)O2)C=N1)C1C=CC=CC=1.[OH-].[Pd+2].[OH-]. The product is [F:1][C:2]1[CH:3]=[C:4]([CH:49]=[CH:50][CH:51]=1)[CH2:5][N:6]1[CH:10]=[C:9]([C:11]2[C:19]3[C:14](=[N:15][CH:16]=[C:17]([C:20]4[CH:25]=[CH:24][C:23]([CH:26]5[CH2:31][CH2:30][N:29]([C:32]([O:34][C:35]([CH3:37])([CH3:38])[CH3:36])=[O:33])[CH2:28][CH2:27]5)=[CH:22][CH:21]=4)[CH:18]=3)[N:13]([S:39]([C:42]3[CH:48]=[CH:47][C:45]([CH3:46])=[CH:44][CH:43]=3)(=[O:41])=[O:40])[CH:12]=2)[CH:8]=[N:7]1. The yield is 0.810. (7) The reactants are [C:1]([O:5][C:6](=[O:26])[N:7]([CH3:25])[C@H:8]([C:10](=[O:24])[NH:11][C@@H:12]1[C:18](=[O:19])[NH:17][C:16]2[CH:20]=[CH:21][CH:22]=[CH:23][C:15]=2[CH2:14][CH2:13]1)[CH3:9])([CH3:4])([CH3:3])[CH3:2].C([O-])([O-])=O.[Cs+].[Cs+].Cl[CH2:34][C:35]1[S:36][CH:37]=[CH:38][CH:39]=1. The catalyst is CN(C=O)C.O. The product is [C:1]([O:5][C:6](=[O:26])[N:7]([CH3:25])[C@H:8]([C:10](=[O:24])[NH:11][C@@H:12]1[C:18](=[O:19])[N:17]([CH2:34][C:35]2[S:36][CH:37]=[CH:38][CH:39]=2)[C:16]2[CH:20]=[CH:21][CH:22]=[CH:23][C:15]=2[CH2:14][CH2:13]1)[CH3:9])([CH3:4])([CH3:2])[CH3:3]. The yield is 0.830.